This data is from Reaction yield outcomes from USPTO patents with 853,638 reactions. The task is: Predict the reaction yield, written as a fraction of the theoretical maximum amount of product (1.0 means a 100% yield; for example, 0.34 means a 34% yield). (1) The reactants are [CH2:1]([Li])[CH2:2][CH2:3][CH3:4].CCCCCC.[CH:12]([NH:15]C(C)C)(C)C.CN1C(=O)N(C)CCC1.[CH:28]1([C:31]#[N:32])[CH2:30][CH2:29]1.BrC[CH2:35][CH2:36][CH2:37][CH2:38][CH2:39][CH2:40][CH2:41][CH2:42][CH2:43][CH2:44]Br. The catalyst is C1COCC1. The product is [CH2:1]([C:28]1([C:31]#[N:32])[CH2:30][CH2:29]1)[CH2:2][CH2:3][CH2:4][CH2:44][CH2:43][CH2:42][CH2:41][CH2:40][CH2:39][CH2:38][C:37]1([C:12]#[N:15])[CH2:36][CH2:35]1. The yield is 0.685. (2) The reactants are [NH2:1][C:2]1[N:10]=[CH:9][N:8]=[C:7]2[C:3]=1[N:4]([C:21]1[CH:26]=[CH:25][C:24]([O:27][C:28]3[CH:33]=[CH:32][CH:31]=[CH:30][CH:29]=3)=[CH:23][CH:22]=1)[C:5](=[O:20])[N:6]2[C:11]1[CH:12]=[C:13]([CH:17]=[CH:18][CH:19]=1)[C:14](O)=[O:15].Cl.[CH3:35][NH:36][O:37][CH3:38].C1C=CC2N(O)N=NC=2C=1.CCN=C=NCCCN(C)C.CCN(C(C)C)C(C)C. The catalyst is C(Cl)Cl. The product is [NH2:1][C:2]1[N:10]=[CH:9][N:8]=[C:7]2[C:3]=1[N:4]([C:21]1[CH:26]=[CH:25][C:24]([O:27][C:28]3[CH:33]=[CH:32][CH:31]=[CH:30][CH:29]=3)=[CH:23][CH:22]=1)[C:5](=[O:20])[N:6]2[C:11]1[CH:12]=[C:13]([CH:17]=[CH:18][CH:19]=1)[C:14]([N:36]([O:37][CH3:38])[CH3:35])=[O:15]. The yield is 0.980. (3) The reactants are [CH3:1][O:2][C:3](=[O:48])[C:4]1[CH:9]=[C:8]([N:10]2[CH:14]=[C:13]([C:15]3[CH:20]=[CH:19][C:18]([Cl:21])=[CH:17][C:16]=3[Cl:22])[N:12]=[C:11]2[CH2:23][C:24]2[CH:29]=[CH:28][C:27]([C:30]3[CH:35]=[CH:34][C:33]([O:36][C:37]4[CH:42]=[CH:41][C:40]([NH2:43])=[CH:39][CH:38]=4)=[CH:32][CH:31]=3)=[CH:26][CH:25]=2)[CH:7]=[CH:6][C:5]=1[C:44]([F:47])([F:46])[F:45].[CH2:49]([S:53](Cl)(=[O:55])=[O:54])[CH:50]([CH3:52])[CH3:51]. No catalyst specified. The product is [CH3:1][O:2][C:3](=[O:48])[C:4]1[CH:9]=[C:8]([N:10]2[CH:14]=[C:13]([C:15]3[CH:20]=[CH:19][C:18]([Cl:21])=[CH:17][C:16]=3[Cl:22])[N:12]=[C:11]2[CH2:23][C:24]2[CH:25]=[CH:26][C:27]([C:30]3[CH:35]=[CH:34][C:33]([O:36][C:37]4[CH:42]=[CH:41][C:40]([NH:43][S:53]([CH2:49][CH:50]([CH3:52])[CH3:51])(=[O:55])=[O:54])=[CH:39][CH:38]=4)=[CH:32][CH:31]=3)=[CH:28][CH:29]=2)[CH:7]=[CH:6][C:5]=1[C:44]([F:45])([F:47])[F:46]. The yield is 0.710. (4) The reactants are [Si:1]([O:8][C:9]1[CH:14]=[CH:13][C:12]([C:15]2[C:16]([NH2:35])=[N:17][CH:18]=[C:19]([C:21]3[CH:26]=[CH:25][C:24]([O:27][Si:28]([C:31]([CH3:34])([CH3:33])[CH3:32])([CH3:30])[CH3:29])=[CH:23][CH:22]=3)[N:20]=2)=[CH:11][CH:10]=1)([C:4]([CH3:7])([CH3:6])[CH3:5])([CH3:3])[CH3:2].[Si:36]([O:43][C:44]1[CH:49]=[CH:48][C:47]([CH2:50][C:51](Cl)=[O:52])=[CH:46][CH:45]=1)([C:39]([CH3:42])([CH3:41])[CH3:40])([CH3:38])[CH3:37].O. The catalyst is CN(C)C1C=CN=CC=1.N1C=CC=CC=1. The product is [Si:1]([O:8][C:9]1[CH:10]=[CH:11][C:12]([C:15]2[C:16]([NH:35][C:51](=[O:52])[CH2:50][C:47]3[CH:46]=[CH:45][C:44]([O:43][Si:36]([C:39]([CH3:41])([CH3:40])[CH3:42])([CH3:37])[CH3:38])=[CH:49][CH:48]=3)=[N:17][CH:18]=[C:19]([C:21]3[CH:22]=[CH:23][C:24]([O:27][Si:28]([C:31]([CH3:34])([CH3:33])[CH3:32])([CH3:29])[CH3:30])=[CH:25][CH:26]=3)[N:20]=2)=[CH:13][CH:14]=1)([C:4]([CH3:7])([CH3:5])[CH3:6])([CH3:3])[CH3:2]. The yield is 0.811. (5) The reactants are [OH:1][C:2]1[CH:7]=[CH:6][C:5]([CH:8]2[CH2:13][CH2:12][C:11](=[O:14])[CH2:10][CH2:9]2)=[CH:4][CH:3]=1.C([O-])([O-])=O.[K+].[K+].I[CH2:22][CH3:23]. The catalyst is CC(C)=O. The product is [CH2:22]([O:1][C:2]1[CH:3]=[CH:4][C:5]([CH:8]2[CH2:9][CH2:10][C:11](=[O:14])[CH2:12][CH2:13]2)=[CH:6][CH:7]=1)[CH3:23]. The yield is 1.00. (6) The reactants are [F:1][C:2]([F:17])([F:16])[C:3]1[CH:15]=[CH:14][C:6]([O:7][CH:8]2[CH2:13][CH2:12][NH:11][CH2:10][CH2:9]2)=[CH:5][CH:4]=1.Br[CH2:19][CH2:20][O:21][CH:22]1[CH2:27][CH2:26][CH2:25][CH2:24][O:23]1.C(=O)([O-])[O-].[K+].[K+].[I-].[Na+]. The catalyst is CN(C=O)C.O. The product is [O:23]1[CH2:24][CH2:25][CH2:26][CH2:27][CH:22]1[O:21][CH2:20][CH2:19][N:11]1[CH2:10][CH2:9][CH:8]([O:7][C:6]2[CH:14]=[CH:15][C:3]([C:2]([F:1])([F:16])[F:17])=[CH:4][CH:5]=2)[CH2:13][CH2:12]1. The yield is 0.590.